This data is from Peptide-MHC class I binding affinity with 185,985 pairs from IEDB/IMGT. The task is: Regression. Given a peptide amino acid sequence and an MHC pseudo amino acid sequence, predict their binding affinity value. This is MHC class I binding data. (1) The peptide sequence is RMIESRMSK. The MHC is HLA-B35:01 with pseudo-sequence HLA-B35:01. The binding affinity (normalized) is 0.0847. (2) The peptide sequence is KNSKFKNF. The MHC is Mamu-B08 with pseudo-sequence Mamu-B08. The binding affinity (normalized) is 0. (3) The peptide sequence is FLILCFTIKR. The MHC is HLA-A31:01 with pseudo-sequence HLA-A31:01. The binding affinity (normalized) is 0.507. (4) The binding affinity (normalized) is 0.175. The peptide sequence is QVKELGIAI. The MHC is HLA-A68:02 with pseudo-sequence HLA-A68:02. (5) The peptide sequence is YVFPVIFSK. The MHC is HLA-A01:01 with pseudo-sequence HLA-A01:01. The binding affinity (normalized) is 0. (6) The peptide sequence is IIGLLKIFR. The MHC is HLA-B08:03 with pseudo-sequence HLA-B08:03. The binding affinity (normalized) is 0.0847. (7) The peptide sequence is FPVAMLSCL. The MHC is HLA-B35:01 with pseudo-sequence HLA-B35:01. The binding affinity (normalized) is 1.00.